Dataset: NCI-60 drug combinations with 297,098 pairs across 59 cell lines. Task: Regression. Given two drug SMILES strings and cell line genomic features, predict the synergy score measuring deviation from expected non-interaction effect. (1) Drug 1: CC(C)(C#N)C1=CC(=CC(=C1)CN2C=NC=N2)C(C)(C)C#N. Drug 2: CC=C1C(=O)NC(C(=O)OC2CC(=O)NC(C(=O)NC(CSSCCC=C2)C(=O)N1)C(C)C)C(C)C. Cell line: OVCAR-5. Synergy scores: CSS=42.8, Synergy_ZIP=7.61, Synergy_Bliss=5.33, Synergy_Loewe=-47.0, Synergy_HSA=-13.8. (2) Drug 1: CC(CN1CC(=O)NC(=O)C1)N2CC(=O)NC(=O)C2. Drug 2: CCC1(C2=C(COC1=O)C(=O)N3CC4=CC5=C(C=CC(=C5CN(C)C)O)N=C4C3=C2)O.Cl. Cell line: OVCAR-4. Synergy scores: CSS=10.4, Synergy_ZIP=-3.44, Synergy_Bliss=-0.217, Synergy_Loewe=0.374, Synergy_HSA=0.0201. (3) Drug 1: C1CC(=O)NC(=O)C1N2CC3=C(C2=O)C=CC=C3N. Drug 2: CC12CCC3C(C1CCC2=O)CC(=C)C4=CC(=O)C=CC34C. Cell line: NCI-H460. Synergy scores: CSS=10.3, Synergy_ZIP=0.711, Synergy_Bliss=-0.972, Synergy_Loewe=-24.9, Synergy_HSA=0.274.